From a dataset of NCI-60 drug combinations with 297,098 pairs across 59 cell lines. Regression. Given two drug SMILES strings and cell line genomic features, predict the synergy score measuring deviation from expected non-interaction effect. (1) Drug 1: CC1=C(C=C(C=C1)C(=O)NC2=CC(=CC(=C2)C(F)(F)F)N3C=C(N=C3)C)NC4=NC=CC(=N4)C5=CN=CC=C5. Drug 2: C1CN(CCN1C(=O)CCBr)C(=O)CCBr. Synergy scores: CSS=17.4, Synergy_ZIP=-7.18, Synergy_Bliss=-1.71, Synergy_Loewe=-0.587, Synergy_HSA=-0.543. Cell line: SF-295. (2) Drug 1: C1=CC(=CC=C1CC(C(=O)O)N)N(CCCl)CCCl.Cl. Drug 2: CC12CCC3C(C1CCC2O)C(CC4=C3C=CC(=C4)O)CCCCCCCCCS(=O)CCCC(C(F)(F)F)(F)F. Cell line: ACHN. Synergy scores: CSS=26.3, Synergy_ZIP=-7.72, Synergy_Bliss=-5.62, Synergy_Loewe=-5.16, Synergy_HSA=-4.96. (3) Drug 1: C1=CC(=CC=C1CCC2=CNC3=C2C(=O)NC(=N3)N)C(=O)NC(CCC(=O)O)C(=O)O. Drug 2: CC1=C2C(C(=O)C3(C(CC4C(C3C(C(C2(C)C)(CC1OC(=O)C(C(C5=CC=CC=C5)NC(=O)C6=CC=CC=C6)O)O)OC(=O)C7=CC=CC=C7)(CO4)OC(=O)C)O)C)OC(=O)C. Cell line: T-47D. Synergy scores: CSS=20.1, Synergy_ZIP=-1.26, Synergy_Bliss=6.79, Synergy_Loewe=-12.5, Synergy_HSA=4.38. (4) Drug 1: CC(C1=C(C=CC(=C1Cl)F)Cl)OC2=C(N=CC(=C2)C3=CN(N=C3)C4CCNCC4)N. Drug 2: C1=NC2=C(N1)C(=S)N=CN2. Cell line: M14. Synergy scores: CSS=0.927, Synergy_ZIP=-11.5, Synergy_Bliss=-20.2, Synergy_Loewe=-36.5, Synergy_HSA=-22.9.